Dataset: Forward reaction prediction with 1.9M reactions from USPTO patents (1976-2016). Task: Predict the product of the given reaction. (1) Given the reactants [CH:1]1([C:6]([C:11]2[CH:16]=[CH:15][CH:14]=[CH:13][CH:12]=2)([OH:10])[C:7]([OH:9])=[O:8])[CH2:5][CH2:4][CH2:3][CH2:2]1.[CH3:17][N:18]1[CH2:22][CH2:21][CH:20]([OH:23])[CH2:19]1.[Na].[CH3:25]O, predict the reaction product. The product is: [CH3:17][N+:18]1([CH3:25])[CH2:22][CH:21]([O:8][C:7]([C:6]([OH:10])([CH:1]2[CH2:5][CH2:4][CH2:3][CH2:2]2)[C:11]2[CH:16]=[CH:15][CH:14]=[CH:13][CH:12]=2)=[O:9])[CH2:20][CH2:19]1.[CH:1]1([C:6]([OH:10])([C:11]2[CH:12]=[CH:13][CH:14]=[CH:15][CH:16]=2)[C:7]([O:23][CH:20]2[CH2:21][CH2:22][N:18]([CH3:17])[CH2:19]2)=[O:8])[CH2:5][CH2:4][CH2:3][CH2:2]1. (2) Given the reactants [C:12]([O:11][C:9](O[C:9]([O:11][C:12]([CH3:15])([CH3:14])[CH3:13])=[O:10])=[O:10])([CH3:15])([CH3:14])[CH3:13].Cl.[NH2:17][C@H:18]1[CH2:23][CH2:22][CH2:21][CH2:20][C@H:19]1[OH:24].[CH2:25](N(CC)CC)C.[H-].[Na+].CI, predict the reaction product. The product is: [CH3:25][O:24][C@H:19]1[CH2:20][CH2:21][CH2:22][CH2:23][C@H:18]1[NH:17][C:9](=[O:10])[O:11][C:12]([CH3:13])([CH3:14])[CH3:15]. (3) Given the reactants [C:1]([O:5][C:6]([N:8]([CH2:26][C:27]([O:29][C:30]([CH3:33])([CH3:32])[CH3:31])=[O:28])[C:9]1[CH:14]=[CH:13][CH:12]=[C:11]([CH2:15][NH:16][S:17]([C:20]2[CH:25]=[CH:24][CH:23]=[CH:22][N:21]=2)(=[O:19])=[O:18])[N:10]=1)=[O:7])([CH3:4])([CH3:3])[CH3:2].[CH2:34]([C:38]1([C:42]2[CH:49]=[CH:48][C:45]([CH2:46]O)=[CH:44][CH:43]=2)[CH2:41][CH2:40][CH2:39]1)[CH2:35][CH2:36][CH3:37].C(P(CCCC)CCCC)CCC.CN(C)C(N=NC(N(C)C)=O)=O, predict the reaction product. The product is: [C:1]([O:5][C:6]([N:8]([CH2:26][C:27]([O:29][C:30]([CH3:33])([CH3:32])[CH3:31])=[O:28])[C:9]1[CH:14]=[CH:13][CH:12]=[C:11]([CH:15]([CH2:46][C:45]2[CH:48]=[CH:49][C:42]([C:38]3([CH2:34][CH2:35][CH2:36][CH3:37])[CH2:39][CH2:40][CH2:41]3)=[CH:43][CH:44]=2)[NH:16][S:17]([C:20]2[CH:25]=[CH:24][CH:23]=[CH:22][N:21]=2)(=[O:19])=[O:18])[N:10]=1)=[O:7])([CH3:4])([CH3:3])[CH3:2]. (4) Given the reactants [OH:1][CH2:2][C:3]#[C:4][C:5]#[C:6][C:7]1[CH:15]=[CH:14][C:10]([C:11]([OH:13])=[O:12])=[CH:9][CH:8]=1.Cl.[NH2:17][C@@H:18]([C:23]([OH:26])([CH3:25])[CH3:24])[C:19]([O:21][CH3:22])=[O:20].CN(C(ON1N=NC2C=CC=NC1=2)=[N+](C)C)C.F[P-](F)(F)(F)(F)F.CCN(C(C)C)C(C)C, predict the reaction product. The product is: [OH:1][CH2:2][C:3]#[C:4][C:5]#[C:6][C:7]1[CH:8]=[CH:9][C:10]([C:11]([OH:13])=[O:12])=[CH:14][CH:15]=1.[OH:26][C:23]([CH3:25])([CH3:24])[C@H:18]([NH:17][C:11](=[O:13])[C:10]1[CH:9]=[CH:8][C:7]([C:6]#[C:5][C:4]#[C:3][CH2:2][OH:1])=[CH:15][CH:14]=1)[C:19]([O:21][CH3:22])=[O:20]. (5) Given the reactants Br[CH2:2][C:3]1[S:7][CH:6]=[N:5][C:4]=1[Cl:8].[CH3:9][C:10]1[N:15]=[C:14]([SH:16])[N:13]=[C:12]([OH:17])[CH:11]=1.C(N(CC)CC)C, predict the reaction product. The product is: [Cl:8][C:4]1[N:5]=[CH:6][S:7][C:3]=1[CH2:2][S:16][C:14]1[N:13]=[C:12]([OH:17])[CH:11]=[C:10]([CH3:9])[N:15]=1. (6) The product is: [F:17][C:2]1[CH:7]=[CH:6][C:5]([N+:8]([O-:10])=[O:9])=[CH:4][C:3]=1[CH:11]=[CH:12][C:13]([O:15][CH3:16])=[O:14]. Given the reactants Cl[C:2]1[CH:7]=[CH:6][C:5]([N+:8]([O-:10])=[O:9])=[CH:4][C:3]=1[CH:11]=[CH:12][C:13]([O:15][CH3:16])=[O:14].[F-:17].[K+].CS(C)=O, predict the reaction product. (7) Given the reactants [Cl:1][C:2]1[CH:29]=[CH:28][CH:27]=[C:26]([C:30]([F:33])([F:32])[F:31])[C:3]=1[C:4]([C:6]1[N:10]2[CH:11]=[CH:12][CH:13]=[CH:14][C:9]2=[C:8]([N:15]2[CH2:20][CH2:19][CH:18]([C:21]([O:23]CC)=[O:22])[CH2:17][CH2:16]2)[N:7]=1)=[O:5].[Li+].[OH-], predict the reaction product. The product is: [Cl:1][C:2]1[CH:29]=[CH:28][CH:27]=[C:26]([C:30]([F:33])([F:31])[F:32])[C:3]=1[C:4]([C:6]1[N:10]2[CH:11]=[CH:12][CH:13]=[CH:14][C:9]2=[C:8]([N:15]2[CH2:20][CH2:19][CH:18]([C:21]([OH:23])=[O:22])[CH2:17][CH2:16]2)[N:7]=1)=[O:5]. (8) Given the reactants [CH3:1][C:2]1[CH:3]=[C:4]2[C:9](=[CH:10][CH:11]=1)[N:8]([CH2:12][CH:13]=O)[C:7](=[O:15])[CH:6]=[CH:5]2.[O:16]1[C:21]2[CH:22]=[CH:23][C:24]([CH2:26][N:27]([CH:35]3[CH2:40][CH2:39][NH:38][CH2:37][CH2:36]3)[C:28](=[O:34])[O:29][C:30]([CH3:33])([CH3:32])[CH3:31])=[CH:25][C:20]=2[O:19][CH2:18][CH2:17]1.C(O[BH-](OC(=O)C)OC(=O)C)(=O)C.[Na+].C(=O)([O-])O.[Na+], predict the reaction product. The product is: [O:16]1[C:21]2[CH:22]=[CH:23][C:24]([CH2:26][N:27]([CH:35]3[CH2:40][CH2:39][N:38]([CH2:13][CH2:12][N:8]4[C:9]5[C:4](=[CH:3][C:2]([CH3:1])=[CH:11][CH:10]=5)[CH:5]=[CH:6][C:7]4=[O:15])[CH2:37][CH2:36]3)[C:28](=[O:34])[O:29][C:30]([CH3:33])([CH3:31])[CH3:32])=[CH:25][C:20]=2[O:19][CH2:18][CH2:17]1. (9) Given the reactants Br[C:2]1[N:6]2[N:7]=[C:8]([NH:11][CH2:12][CH2:13][CH2:14][N:15]3[CH2:19][CH2:18][CH2:17][C:16]3=[O:20])[CH:9]=[CH:10][C:5]2=[N:4][CH:3]=1.[NH2:21][CH2:22][C:23]1[CH:28]=[CH:27][C:26](B(O)O)=[CH:25][CH:24]=1, predict the reaction product. The product is: [NH2:21][CH2:22][C:23]1[CH:28]=[CH:27][C:26]([C:2]2[N:6]3[N:7]=[C:8]([NH:11][CH2:12][CH2:13][CH2:14][N:15]4[CH2:19][CH2:18][CH2:17][C:16]4=[O:20])[CH:9]=[CH:10][C:5]3=[N:4][CH:3]=2)=[CH:25][CH:24]=1. (10) The product is: [F:28][C:2]([F:1])([F:29])[C:3]1[CH:27]=[CH:26][CH:25]=[CH:24][C:4]=1[O:5][C:6]1[CH:7]=[CH:8][C:9]([CH:12]2[C:17]3=[N:18][S:19](=[O:22])(=[O:23])[CH2:20][CH2:21][N:16]3[CH2:15][CH2:14][CH2:13]2)=[CH:10][CH:11]=1. Given the reactants [F:1][C:2]([F:29])([F:28])[C:3]1[CH:27]=[CH:26][CH:25]=[CH:24][C:4]=1[O:5][C:6]1[CH:11]=[CH:10][C:9]([C:12]2[C:17]3=[N:18][S:19](=[O:23])(=[O:22])[CH2:20][CH2:21][N:16]3[CH:15]=[CH:14][CH:13]=2)=[CH:8][CH:7]=1, predict the reaction product.